Predict the product of the given reaction. From a dataset of Forward reaction prediction with 1.9M reactions from USPTO patents (1976-2016). (1) Given the reactants Cl[C:2]1[C:7]([C:8]2[CH:13]=[CH:12][N:11]=[CH:10][CH:9]=2)=[C:6]([Cl:14])[N:5]=[CH:4][N:3]=1.[Cl:15][C:16]1[CH:21]=[CH:20][C:19](B(O)O)=[CH:18][CH:17]=1.C([O-])([O-])=O.[Na+].[Na+].O, predict the reaction product. The product is: [Cl:14][C:6]1[C:7]([C:8]2[CH:13]=[CH:12][N:11]=[CH:10][CH:9]=2)=[C:2]([C:19]2[CH:20]=[CH:21][C:16]([Cl:15])=[CH:17][CH:18]=2)[N:3]=[CH:4][N:5]=1. (2) Given the reactants [F:1][C:2]([F:17])([F:16])[C:3]1[CH:8]=[CH:7][C:6]([C:9]2[S:10][CH:11]=[C:12]([CH2:14]O)[N:13]=2)=[CH:5][CH:4]=1.P(Br)(Br)[Br:19], predict the reaction product. The product is: [Br:19][CH2:14][C:12]1[N:13]=[C:9]([C:6]2[CH:7]=[CH:8][C:3]([C:2]([F:17])([F:16])[F:1])=[CH:4][CH:5]=2)[S:10][CH:11]=1.